Dataset: Forward reaction prediction with 1.9M reactions from USPTO patents (1976-2016). Task: Predict the product of the given reaction. Given the reactants Br[C:2]1[CH:7]=[CH:6][C:5]([N:8]2[CH2:13][CH2:12][N:11]([S:14]([C:17]3[CH:22]=[CH:21][CH:20]=[CH:19][CH:18]=3)(=[O:16])=[O:15])[CH2:10][CH2:9]2)=[CH:4][CH:3]=1.[Li]CCCC.[F:28][C:29]([F:34])([F:33])[C:30](=[O:32])[CH3:31], predict the reaction product. The product is: [F:28][C:29]([F:34])([F:33])[C:30]([C:2]1[CH:7]=[CH:6][C:5]([N:8]2[CH2:13][CH2:12][N:11]([S:14]([C:17]3[CH:22]=[CH:21][CH:20]=[CH:19][CH:18]=3)(=[O:16])=[O:15])[CH2:10][CH2:9]2)=[CH:4][CH:3]=1)([OH:32])[CH3:31].